From a dataset of Forward reaction prediction with 1.9M reactions from USPTO patents (1976-2016). Predict the product of the given reaction. (1) Given the reactants [CH3:1][O:2][C:3]([C:5]1[N:6]=[CH:7][C:8]2[C:13]([C:14]=1[OH:15])=[C:12]([O:16][C:17]1[CH:22]=[CH:21][CH:20]=[CH:19][CH:18]=1)[CH:11]=[CH:10][CH:9]=2)=[O:4].[Br:23]N1C(=O)CCC1=O.C(OOC(=O)C1C=CC=CC=1)(=O)C1C=CC=CC=1, predict the reaction product. The product is: [CH3:1][O:2][C:3]([C:5]1[N:6]=[C:7]([Br:23])[C:8]2[C:13]([C:14]=1[OH:15])=[C:12]([O:16][C:17]1[CH:22]=[CH:21][CH:20]=[CH:19][CH:18]=1)[CH:11]=[CH:10][CH:9]=2)=[O:4]. (2) Given the reactants Br[C:2]1[CH:7]=[CH:6][CH:5]=[C:4]([Br:8])[CH:3]=1.[NH:9]1[CH2:13][CH2:12][CH2:11][CH2:10]1.CC(C)([O-])C.[Na+].C1C=CC(P(C2C(C3C(P(C4C=CC=CC=4)C4C=CC=CC=4)=CC=C4C=3C=CC=C4)=C3C(C=CC=C3)=CC=2)C2C=CC=CC=2)=CC=1, predict the reaction product. The product is: [Br:8][C:4]1[CH:3]=[C:2]([N:9]2[CH2:13][CH2:12][CH2:11][CH2:10]2)[CH:7]=[CH:6][CH:5]=1.